From a dataset of Full USPTO retrosynthesis dataset with 1.9M reactions from patents (1976-2016). Predict the reactants needed to synthesize the given product. Given the product [NH:47]1[C:51]2[CH:52]=[CH:53][C:54]([C:56]([N:71]3[C@@H:72]4[C@@H:77]([C:76]5[CH:78]=[CH:79][CH:80]=[CH:81][C:75]=5[CH2:74][CH2:73]4)[CH2:68][CH2:69][CH2:70]3)=[O:58])=[CH:55][C:50]=2[N:49]=[CH:48]1, predict the reactants needed to synthesize it. The reactants are: F[B-](F)(F)F.N1(OC(N(C)C)=[N+](C)C)C2C=CC=CC=2N=N1.F[P-](F)(F)(F)(F)F.N1(OC(N(C)C)=[N+](C)C)C2N=CC=CC=2N=N1.[NH:47]1[C:51]2[CH:52]=[CH:53][C:54]([C:56]([OH:58])=O)=[CH:55][C:50]=2[N:49]=[CH:48]1.C(N(C(C)C)C(C)C)C.[CH2:68]1[C@H:77]2[C@H:72]([CH2:73][CH2:74][C:75]3[CH:81]=[CH:80][CH:79]=[CH:78][C:76]=32)[NH:71][CH2:70][CH2:69]1.N.